Dataset: Full USPTO retrosynthesis dataset with 1.9M reactions from patents (1976-2016). Task: Predict the reactants needed to synthesize the given product. Given the product [F:1][C:2]1[N:10]=[C:9]2[C:5]([N:6]=[CH:7][N:8]2[CH:11]([CH3:12])[CH3:13])=[C:4]([NH:14][C:15]2[CH:20]=[CH:19][N:25]=[CH:26][CH:27]=2)[N:3]=1, predict the reactants needed to synthesize it. The reactants are: [F:1][C:2]1[N:10]=[C:9]2[C:5]([N:6]=[CH:7][N:8]2[CH:11]([CH3:13])[CH3:12])=[C:4]([NH:14][C:15]2[CH:20]=[CH:19]C=CN=2)[N:3]=1.CS(C)=O.[NH2:25][C@H:26](CC)[CH2:27]O.